The task is: Predict which catalyst facilitates the given reaction.. This data is from Catalyst prediction with 721,799 reactions and 888 catalyst types from USPTO. (1) Reactant: Br[CH2:2][C:3]([C:5]1[C:10]([CH3:11])=[CH:9][C:8]([O:12][C:13]2[CH:18]=[CH:17][C:16]([C:19]([F:22])([F:21])[F:20])=[CH:15][CH:14]=2)=[CH:7][C:6]=1[CH3:23])=O.[NH2:24][C:25]([NH2:27])=[S:26]. Product: [CH3:23][C:6]1[CH:7]=[C:8]([O:12][C:13]2[CH:18]=[CH:17][C:16]([C:19]([F:22])([F:21])[F:20])=[CH:15][CH:14]=2)[CH:9]=[C:10]([CH3:11])[C:5]=1[C:3]1[N:24]=[C:25]([NH2:27])[S:26][CH:2]=1. The catalyst class is: 14. (2) Reactant: [Si:1]([O:8]S(C(F)(F)F)(=O)=O)([C:4]([CH3:7])([CH3:6])[CH3:5])([CH3:3])[CH3:2].[F:16][C:17]1[C:18]([CH3:30])=[N:19][C:20]2[C:25]([N:26]=1)=[C:24]([C:27](=O)[CH3:28])[CH:23]=[CH:22][CH:21]=2. Product: [Si:1]([O:8][C:27]([C:24]1[CH:23]=[CH:22][CH:21]=[C:20]2[C:25]=1[N:26]=[C:17]([F:16])[C:18]([CH3:30])=[N:19]2)=[CH2:28])([C:4]([CH3:5])([CH3:6])[CH3:7])([CH3:2])[CH3:3]. The catalyst class is: 2. (3) Reactant: [CH3:1][O-:2].[Mg+2].C[O-].[F:6][C:7]1[CH:8]=[C:9]([OH:13])[CH:10]=[CH:11][CH:12]=1.C=O. Product: [F:6][C:7]1[CH:12]=[CH:11][C:10]([CH:1]=[O:2])=[C:9]([OH:13])[CH:8]=1. The catalyst class is: 442. (4) Reactant: [CH3:1][O:2][C:3]1[CH:4]=[C:5]2[CH2:14][CH:13]([CH2:15][CH:16]3[CH2:21][CH2:20][N:19]([CH2:22][C:23]4[CH:24]=[CH:25][CH:26]=[CH:27][CH:28]=4)[CH2:18][CH2:17]3)[C:11](=[O:12])[C:6]2=[CH:7][C:8]=1[O:9][CH3:10].[C:29]([OH:36])(=[O:35])/[CH:30]=[CH:31]/[C:32]([OH:34])=[O:33]. Product: [CH3:1][O:2][C:3]1[CH:4]=[C:5]2[CH2:14][CH:13]([CH2:15][CH:16]3[CH2:17][CH2:18][N:19]([CH2:22][C:23]4[CH:28]=[CH:27][CH:26]=[CH:25][CH:24]=4)[CH2:20][CH2:21]3)[C:11](=[O:12])[C:6]2=[CH:7][C:8]=1[O:9][CH3:10].[C:29]([O-:36])(=[O:35])/[CH:30]=[CH:31]/[C:32]([O-:34])=[O:33]. The catalyst class is: 8. (5) The catalyst class is: 7. Reactant: [CH:1]1([CH2:4][C:5]2([C:15]#N)[CH2:14][CH2:13][C:8]3([O:12][CH2:11][CH2:10][O:9]3)[CH2:7][CH2:6]2)[CH2:3][CH2:2]1.[O:17]1C2(CCC(C#N)CC2)OCC1.C1(CBr)CC1.[H-].C([Al+]CC(C)C)C(C)C.C1(C)C=CC=CC=1.C(O)(=O)CC(CC(O)=O)(C(O)=O)O. Product: [CH:1]1([CH2:4][C:5]2([CH:15]=[O:17])[CH2:14][CH2:13][C:8]3([O:12][CH2:11][CH2:10][O:9]3)[CH2:7][CH2:6]2)[CH2:3][CH2:2]1. (6) Reactant: [H-].[Na+].[OH:3][CH2:4][CH2:5][C:6]1[N:7]([CH2:11][CH2:12][CH2:13][CH2:14][C:15]2[CH:20]=[CH:19][C:18]([OH:21])=[CH:17][CH:16]=2)[CH:8]=[CH:9][N:10]=1.Cl[CH2:23][C:24]1[N:25]=[C:26](/[CH:29]=[CH:30]/[C:31]2[CH:36]=[CH:35][C:34]([F:37])=[CH:33][C:32]=2[F:38])[O:27][CH:28]=1.O. Product: [F:38][C:32]1[CH:33]=[C:34]([F:37])[CH:35]=[CH:36][C:31]=1/[CH:30]=[CH:29]/[C:26]1[O:27][CH:28]=[C:24]([CH2:23][O:21][C:18]2[CH:17]=[CH:16][C:15]([CH2:14][CH2:13][CH2:12][CH2:11][N:7]3[CH:8]=[CH:9][N:10]=[C:6]3[CH2:5][CH2:4][OH:3])=[CH:20][CH:19]=2)[N:25]=1. The catalyst class is: 3. (7) Reactant: [CH:1]1[C:14]2[C:5](=[CH:6][C:7]3[C:12]([C:13]=2[CH2:15]O)=[CH:11][CH:10]=[CH:9][CH:8]=3)[CH:4]=[CH:3][CH:2]=1.[I-].[C:18]([CH2:20][P+](C)(C)C)#[N:19].C(N(C(C)C)CC)(C)C.O. Product: [CH:1]1[C:14]2[C:5](=[CH:6][C:7]3[C:12]([C:13]=2[CH2:15][CH2:20][C:18]#[N:19])=[CH:11][CH:10]=[CH:9][CH:8]=3)[CH:4]=[CH:3][CH:2]=1. The catalyst class is: 397. (8) Reactant: F[C:2]1[C:3]([N+:24]([O-])=O)=[C:4]([NH:9][CH:10]2[CH2:15][CH2:14][N:13]([C@H:16]3[CH2:21][CH2:20][C@H:19]([O:22][CH3:23])[CH2:18][CH2:17]3)[CH2:12][CH2:11]2)[CH:5]=[C:6]([CH3:8])[CH:7]=1.O.NN. Product: [CH3:8][C:6]1[CH:5]=[C:4]([NH:9][CH:10]2[CH2:11][CH2:12][N:13]([C@H:16]3[CH2:21][CH2:20][C@H:19]([O:22][CH3:23])[CH2:18][CH2:17]3)[CH2:14][CH2:15]2)[C:3]([NH2:24])=[CH:2][CH:7]=1. The catalyst class is: 171.